Task: Predict which catalyst facilitates the given reaction.. Dataset: Catalyst prediction with 721,799 reactions and 888 catalyst types from USPTO (1) Reactant: CN(C)C=O.[CH:6](=[N:8][OH:9])[CH3:7].[CH3:10][C:11]1[CH:24]=[C:23]([C:25]([C:27]([F:30])([F:29])[F:28])=[CH2:26])[CH:22]=[CH:21][C:12]=1[NH:13][C:14](=[O:20])[O:15][C:16]([CH3:19])([CH3:18])[CH3:17].C(N(CC)CC)C. Product: [CH3:10][C:11]1[CH:24]=[C:23]([C:25]2([C:27]([F:28])([F:29])[F:30])[O:9][N:8]=[C:6]([CH3:7])[CH2:26]2)[CH:22]=[CH:21][C:12]=1[NH:13][C:14](=[O:20])[O:15][C:16]([CH3:19])([CH3:17])[CH3:18]. The catalyst class is: 6. (2) Reactant: Cl.C1(C)C=CC(S([N:11]2[C:19]3[C:14](=[CH:15][CH:16]=[CH:17][CH:18]=3)[C:13]([CH2:20][N:21]3[CH2:25][CH2:24][C:23]4([CH2:29][CH2:28][NH:27][CH2:26]4)[C:22]3=[O:30])=[CH:12]2)(=O)=O)=CC=1.C(=O)([O-])[O-].[Cs+].[Cs+]. Product: [NH:11]1[C:19]2[C:14](=[CH:15][CH:16]=[CH:17][CH:18]=2)[C:13]([CH2:20][N:21]2[CH2:25][CH2:24][C:23]3([CH2:29][CH2:28][NH:27][CH2:26]3)[C:22]2=[O:30])=[CH:12]1. The catalyst class is: 5. (3) Reactant: [Br:1][C:2]1[S:6][CH:5]=[C:4]([C:7](O)=[O:8])[C:3]=1[CH3:10].Cl.[NH2:12][CH2:13][C:14]1[C:15](=[O:22])[NH:16][C:17]([CH3:21])=[CH:18][C:19]=1[CH3:20].CN1CCOCC1.C(Cl)CCl.C1C=NC2N(O)N=NC=2C=1. Product: [Br:1][C:2]1[S:6][CH:5]=[C:4]([C:7]([NH:12][CH2:13][C:14]2[C:15](=[O:22])[NH:16][C:17]([CH3:21])=[CH:18][C:19]=2[CH3:20])=[O:8])[C:3]=1[CH3:10]. The catalyst class is: 16. (4) The catalyst class is: 12. Reactant: [ClH:1].C(OC([N:9]1[CH2:13][C@H:12]([O:14][CH2:15][CH2:16][C:17]([OH:20])([CH3:19])[CH3:18])[CH2:11][C@@H:10]1[C@H:21]1[O:25]C(C)(C)[N:23]([C:28](=[O:30])[CH3:29])[C@H:22]1[CH2:31][C:32]1[CH:37]=[C:36]([F:38])[CH:35]=[C:34]([F:39])[CH:33]=1)=O)(C)(C)C. Product: [ClH:1].[F:38][C:36]1[CH:37]=[C:32]([CH:33]=[C:34]([F:39])[CH:35]=1)[CH2:31][C@H:22]([NH:23][C:28](=[O:30])[CH3:29])[C@H:21]([OH:25])[C@H:10]1[CH2:11][C@@H:12]([O:14][CH2:15][CH2:16][C:17]([OH:20])([CH3:19])[CH3:18])[CH2:13][NH:9]1. (5) Reactant: [N:1]1[C:10]2[C:5](=[CH:6][C:7]([CH2:11][N:12]3[C:16]4=[N:17][C:18](/[C:21](=[N:23]/[O:24][CH2:25][CH2:26][N:27]5C(=O)C6C(=CC=CC=6)C5=O)/[CH3:22])=[CH:19][N:20]=[C:15]4[N:14]=[N:13]3)=[CH:8][CH:9]=2)[CH:4]=[CH:3][CH:2]=1.O.NN. Product: [NH2:27][CH2:26][CH2:25][O:24]/[N:23]=[C:21](/[C:18]1[N:17]=[C:16]2[N:12]([CH2:11][C:7]3[CH:6]=[C:5]4[C:10](=[CH:9][CH:8]=3)[N:1]=[CH:2][CH:3]=[CH:4]4)[N:13]=[N:14][C:15]2=[N:20][CH:19]=1)\[CH3:22]. The catalyst class is: 5. (6) Reactant: [F:1][C:2]1[C:10]([C:11]([F:14])([F:13])[F:12])=[CH:9][CH:8]=[CH:7][C:3]=1[C:4](O)=[O:5].Cl.[CH3:16][NH:17][O:18][CH3:19].C(Cl)(=O)C(Cl)=O. Product: [F:1][C:2]1[C:10]([C:11]([F:14])([F:13])[F:12])=[CH:9][CH:8]=[CH:7][C:3]=1[C:4]([N:17]([O:18][CH3:19])[CH3:16])=[O:5]. The catalyst class is: 17. (7) Reactant: [F:1][C:2]([F:14])([F:13])[O:3][C:4]1[CH:9]=[CH:8][C:7]([CH:10](O)[CH3:11])=[CH:6][CH:5]=1.C(Br)(Br)(Br)[Br:16].C1C=CC(P(C2C=CC=CC=2)C2C=CC=CC=2)=CC=1. Product: [Br:16][CH:10]([C:7]1[CH:8]=[CH:9][C:4]([O:3][C:2]([F:14])([F:13])[F:1])=[CH:5][CH:6]=1)[CH3:11]. The catalyst class is: 2. (8) The catalyst class is: 3. Product: [F:12][CH:10]([Si:14]([CH2:19][CH3:20])([CH2:17][CH3:18])[CH2:15][CH3:16])[F:11]. Reactant: C1(S([CH:10]([F:12])[F:11])(=O)=O)C=CC=CC=1.Cl[Si:14]([CH2:19][CH3:20])([CH2:17][CH3:18])[CH2:15][CH3:16]. (9) Reactant: [Br:1][C:2]1[N:7]=[C:6]([CH2:8]O)[CH:5]=[CH:4][CH:3]=1.C(N(CC)C(C)C)(C)C.CS(OS(C)(=O)=O)(=O)=O.[Br-:28].[Li+].C(=O)(O)[O-].[Na+]. Product: [Br:1][C:2]1[CH:3]=[CH:4][CH:5]=[C:6]([CH2:8][Br:28])[N:7]=1. The catalyst class is: 9.